Dataset: Antibody developability classification from SAbDab with 2,409 antibodies. Task: Regression/Classification. Given an antibody's heavy chain and light chain sequences, predict its developability. TAP uses regression for 5 developability metrics; SAbDab uses binary classification. (1) The antibody is ['EVQLEESGPELVRPGTSVKISCKASGYTFTNYWLGWVKQRPGHGFEWIGDIYPGGVYTTNNEKFRGKAILTADTSSSTAYMQLSSLTSEDSAVYFCARAGGYYTGGDYWGQGTSVTVSS', 'DIVLTQAAFSNPVTLGASASISCRSSKSLLNSNGIIHMYWYLQKPGQSPQLLIYQMSKLASGAPDRFSGSGSGTDFTLRISRVEAEDVGVYYCAQNLELPYTFGGGTKLEIK']. Result: 0 (not developable). (2) The antibody is ['QVQLQQPGTELVRPGASVILSCKASGYTFTSYWINWVKQRPGQGLEWVGNIFPSDSYTNYNQKFKDKATLTVDKSSSTAYMQVNSPTSEDSAVYYCTRGARDTWFAYWGQGTLVTVSV', 'NIVLTQSPKSMSVSVGERVTLSCKASENVDTYVFWFQQKPDQSPKLLLYGPSNRYTGVPDRFTGSGSTTDFTLTISSVQAEDLADYHCGQSYSYPYTFGGGTKLEIK']. Result: 0 (not developable). (3) The antibody is ['EVQLVQSGAEVKKPGASVKVSCKASGYTFTSSYINWVRQAPGQGLEWMGTINPVSGSTSYAQKFQGRVTMTRDTSISTAYMELSRLRSDDTAVYYCARGGWFDYWGQGTLVTVSS', 'ESALTQPASVSGSPGQSITISCTGTSSDVGSYNYVNWYQQHPGKAPKLMIYGVSKRPSGVSNRFSGSKSGNTASLTISGLQAEDEADYYCGTFAGGSYYGVFGGGTKLTVL']. Result: 0 (not developable). (4) The antibody is ['QVQLVQSGAEVRNPGASVKVSCKASGYTFTSYAIHWVRQAPGHRLEWVGRINTDNGNTKYSQKFHGRVALSRDTSASTTYMDLSSLNSEDTAVYYCARAFYYSSGVMFDSWGQGALVTVSS', 'ESALTQPPSVSGAPGQRVSISCTGGSSNFGAGYDVHWYQQLPATAPKLLIYGNNNRPSGVPDRFSGSKSGTSASLAITGLQAEDEGDYFCQSFDTSLSGWIFGGGTKLTVL']. Result: 0 (not developable). (5) The antibody is ['EVQLVQSGAEVKKPGESLKISCKGSGYSFTNYWISWVRQMPGKGLEWMGRIDPSDSYTNYSPSFQGHVTISADKSISTAYLQWSSLKASDTAMYYCARELYQGYMDTFDSWGQGTLVTVSS', 'DIQMTQSPSSLSASVGDRVTITCRASQSIGLYLAWYQQKPGKAPKLLIYAASSLQSGVPSRFSGSGSGTDFTLTISSLQPEDFATYYCQQGNTLSYTFGQGTKVEIK']. Result: 0 (not developable). (6) The antibody is ['EVQLVESGGGLVQPGGSLRLSCAASGYVFTDYGMNWVRQAPGKGLEWMGWINTYIGEPIYADSVKGRFTFSLDTSKSTAYLQMNSLRAEDTAVYYCARGYRSYAMDYWGQGTLVTVSS', 'DIQMTQSPSSLSASVGDRVTITCKASQNVGTNVAWYQQKPGKAPKALIYSASFLYSGVPYRFSGSGSGTDFTLTISSLQPEDFATYYCQQYNIYPLTFGQGTKVEIK']. Result: 0 (not developable). (7) The antibody is ['EVQLVESGGGLVQPGGSLRLSCAASGFSFTSYGISWVRQAPGKGLEWVSHIDWYGGDTDYADSVKGRFTISADTSKNTAYLQMNSLRAEDTAVYYCARGGPDYAMDVWGQGTLVTVSS', 'DIQMTQSPSSLSASVGDRVTITCRASQSISSYLAWYQQKPGKAPKLLIYGASSRASGVPSRFSGSGSGTDFTLTISSLQPEDFATYYCQQYWSEPVTFGQGTKVEIK']. Result: 1 (developable). (8) The antibody is ['QVQLQQSGPELVRPGVSVKISCKGSGYTFIDEALHWVKQSHAESLEWIGVIRPYSGETNYNQKFKDKATMTVDISSSTAYLELARLTSEDSAIYYCARDWERGDFFDYWGQGTLVTVSS', 'DIVMTQTPKFLLVSAGDKVTITCKASQSVSNDLTWYQQKPGQSPKLLIYYASNRYTGVPDRFTGSGYGTDFTFTISTVQAEDLAVYFCQQDYGSPPTFGGGTKVEIK']. Result: 0 (not developable). (9) The antibody is ['6ayn', 'PROT_D746F282']. Result: 0 (not developable).